From a dataset of Forward reaction prediction with 1.9M reactions from USPTO patents (1976-2016). Predict the product of the given reaction. (1) Given the reactants Cl.[NH2:2][CH:3]1[CH2:8][CH2:7][N:6]([C:9]2[CH:14]=[C:13]([CH:15]3[O:19][C:18](=[O:20])[N:17]=[N:16]3)[CH:12]=[C:11]([Cl:21])[N:10]=2)[CH2:5][CH2:4]1.[Br:22][C:23]1[CH:24]=[C:25]([C:29](OC2C(F)=C(F)C(F)=C(F)C=2F)=[O:30])[NH:26][C:27]=1[CH3:28], predict the reaction product. The product is: [Br:22][C:23]1[CH:24]=[C:25]([C:29]([NH:2][CH:3]2[CH2:8][CH2:7][N:6]([C:9]3[CH:14]=[C:13]([CH:15]4[N:16]=[N:17][C:18](=[O:20])[O:19]4)[CH:12]=[C:11]([Cl:21])[N:10]=3)[CH2:5][CH2:4]2)=[O:30])[NH:26][C:27]=1[CH3:28]. (2) The product is: [CH3:22][Si:21]([C:19]#[C:20][C:2]1[CH:7]=[CH:6][C:5]([C:8]2[N:12]([C:13]3[CH:18]=[CH:17][N:16]=[CH:15][CH:14]=3)[N:11]=[CH:10][CH:9]=2)=[CH:4][CH:3]=1)([CH3:24])[CH3:23]. Given the reactants Br[C:2]1[CH:7]=[CH:6][C:5]([C:8]2[N:12]([C:13]3[CH:18]=[CH:17][N:16]=[CH:15][CH:14]=3)[N:11]=[CH:10][CH:9]=2)=[CH:4][CH:3]=1.[C:19]([Si:21]([CH3:24])([CH3:23])[CH3:22])#[CH:20].O, predict the reaction product.